Dataset: Full USPTO retrosynthesis dataset with 1.9M reactions from patents (1976-2016). Task: Predict the reactants needed to synthesize the given product. (1) Given the product [Cl:13][C:11]1[CH:10]=[CH:9][C:8]([NH:14][C:15]2[C:23]3[C:18](=[CH:19][N:20]=[CH:21][CH:22]=3)[O:17][C:16]=2[C:24]2[O:26][N:33]=[C:31]([CH3:32])[N:30]=2)=[C:7]2[C:12]=1[NH:4][N:5]=[CH:6]2, predict the reactants needed to synthesize it. The reactants are: C([N:4]1[C:12]2[C:7](=[C:8]([NH:14][C:15]3[C:23]4[C:18](=[CH:19][N:20]=[CH:21][CH:22]=4)[O:17][C:16]=3[C:24]([O:26]CC)=O)[CH:9]=[CH:10][C:11]=2[Cl:13])[CH:6]=[N:5]1)(=O)C.O/[N:30]=[C:31](\[NH2:33])/[CH3:32]. (2) Given the product [C:1]([C:4]1[C:12]2[C:7](=[CH:8][CH:9]=[CH:10][CH:11]=2)[N:6]([CH2:13][C:14]([OH:16])=[O:15])[CH:5]=1)(=[O:3])[CH3:2], predict the reactants needed to synthesize it. The reactants are: [C:1]([C:4]1[C:12]2[C:7](=[CH:8][CH:9]=[CH:10][CH:11]=2)[N:6]([CH2:13][C:14]([O:16]C(C)(C)C)=[O:15])[CH:5]=1)(=[O:3])[CH3:2]. (3) Given the product [CH3:1][O:2][C@H:3]1[CH2:8][CH2:7][C@H:6]([NH2:9])[CH2:5][CH2:4]1, predict the reactants needed to synthesize it. The reactants are: [CH3:1][O:2][C@H:3]1[CH2:8][CH2:7][C@H:6]([N:9]2C(=O)C3C(=CC=CC=3)C2=O)[CH2:5][CH2:4]1.O.NN. (4) Given the product [C:28]([O:27][C:25]([NH:24][CH:14]1[C:13](=[O:32])[N:12]2[CH:8]([CH2:9][CH:10]([O:33][C:34]([N:36]3[CH2:44][C:43]4[C:38](=[CH:39][CH:40]=[CH:41][C:42]=4[F:45])[CH2:37]3)=[O:35])[CH2:11]2)[C:7](=[O:46])[NH:6][C:5]2([C:3]([OH:4])=[O:2])[CH:22]([CH2:23]2)[CH:21]=[CH:20][CH2:19][CH2:18][CH2:17][CH2:16][CH2:15]1)=[O:26])([CH3:31])([CH3:29])[CH3:30], predict the reactants needed to synthesize it. The reactants are: C[O:2][C:3]([C:5]12[CH2:23][CH:22]1[CH:21]=[CH:20][CH2:19][CH2:18][CH2:17][CH2:16][CH2:15][CH:14]([NH:24][C:25]([O:27][C:28]([CH3:31])([CH3:30])[CH3:29])=[O:26])[C:13](=[O:32])[N:12]1[CH:8]([CH2:9][CH:10]([O:33][C:34]([N:36]3[CH2:44][C:43]4[C:38](=[CH:39][CH:40]=[CH:41][C:42]=4[F:45])[CH2:37]3)=[O:35])[CH2:11]1)[C:7](=[O:46])[NH:6]2)=[O:4].C1COCC1.CO.[OH-].[Li+]. (5) Given the product [CH2:1]([O:4][C:5](=[O:22])[NH:6][CH:7]1[CH2:11][C:10](=[O:12])[O:9][CH:8]1[O:13][CH:14]([CH3:15])[CH3:23])[CH:2]=[CH2:3], predict the reactants needed to synthesize it. The reactants are: [CH2:1]([O:4][C:5](=[O:22])[NH:6][CH:7]1[CH2:11][C:10](=[O:12])[O:9][CH:8]1[O:13][CH2:14][CH2:15]C1C=CC=CC=1)[CH:2]=[CH2:3].[CH:23](O)(C)C. (6) Given the product [CH3:1][N:2]([CH3:23])[C:3](=[O:22])[CH2:4][O:5][CH:6]1[CH2:7][CH2:8][NH:9][CH2:10][CH2:11]1, predict the reactants needed to synthesize it. The reactants are: [CH3:1][N:2]([CH3:23])[C:3](=[O:22])[CH2:4][O:5][CH:6]1[CH2:11][CH2:10][N:9](C(OCC2C=CC=CC=2)=O)[CH2:8][CH2:7]1.